From a dataset of Full USPTO retrosynthesis dataset with 1.9M reactions from patents (1976-2016). Predict the reactants needed to synthesize the given product. (1) Given the product [CH3:29][Si:2]([CH3:30])([CH3:1])[CH2:3][CH2:4][O:5][CH2:6][N:7]1[C:11]2[N:12]=[CH:13][N:14]=[C:15]([N:16]3[CH2:20][CH2:19][C@@H:18]([NH:21][C:22]4[CH:39]=[CH:38][C:35]([C:36]#[N:37])=[CH:34][N:33]=4)[CH2:17]3)[C:10]=2[CH:9]=[CH:8]1, predict the reactants needed to synthesize it. The reactants are: [CH3:1][Si:2]([CH3:30])([CH3:29])[CH2:3][CH2:4][O:5][CH2:6][N:7]1[C:11]2[N:12]=[CH:13][N:14]=[C:15]([N:16]3[CH2:20][CH2:19][C@@H:18]([NH:21][C:22](=O)OC(C)(C)C)[CH2:17]3)[C:10]=2[CH:9]=[CH:8]1.ClC1[CH:39]=[CH:38][C:35]([C:36]#[N:37])=[CH:34][N:33]=1.CCN(C(C)C)C(C)C. (2) Given the product [Cl:1][C:2]1[CH:3]=[CH:4][C:5]([C:31]#[N:32])=[C:6]([C:8]2[C:13]([O:14][CH3:15])=[CH:12][N:11]([CH:16]([CH2:24][CH:25]([O:28][CH3:29])[CH2:26][CH3:27])[C:17]([OH:19])=[O:18])[C:10](=[O:30])[CH:9]=2)[CH:7]=1, predict the reactants needed to synthesize it. The reactants are: [Cl:1][C:2]1[CH:3]=[CH:4][C:5]([C:31]#[N:32])=[C:6]([C:8]2[C:13]([O:14][CH3:15])=[CH:12][N:11]([CH:16]([CH2:24][CH:25]([O:28][CH3:29])[CH2:26][CH3:27])[C:17]([O:19]C(C)(C)C)=[O:18])[C:10](=[O:30])[CH:9]=2)[CH:7]=1.FC(F)(F)C(O)=O. (3) The reactants are: Br[C:2]1[CH:3]=[C:4]2[C:9](=[CH:10][CH:11]=1)[N:8]=[C:7]([NH:12][CH2:13][CH2:14][C:15]1[CH:20]=[CH:19][CH:18]=[CH:17][N:16]=1)[N:6]=[CH:5]2.[C:21]1(B(O)O)[CH:26]=[CH:25][CH:24]=[CH:23][CH:22]=1.C([O-])([O-])=O.[Na+].[Na+]. Given the product [C:21]1([C:2]2[CH:3]=[C:4]3[C:9](=[CH:10][CH:11]=2)[N:8]=[C:7]([NH:12][CH2:13][CH2:14][C:15]2[CH:20]=[CH:19][CH:18]=[CH:17][N:16]=2)[N:6]=[CH:5]3)[CH:26]=[CH:25][CH:24]=[CH:23][CH:22]=1, predict the reactants needed to synthesize it. (4) The reactants are: Br[C:2]1[C:3]2[CH:10]=[CH:9][CH:8]=[CH:7][C:4]=2[S:5][CH:6]=1.S1C=CC2C=CC=CC1=2.C([Li])CCC.[Br:25]Br. Given the product [Br:25][C:6]1[S:5][C:4]2[CH:7]=[CH:8][CH:9]=[CH:10][C:3]=2[CH:2]=1, predict the reactants needed to synthesize it. (5) Given the product [I:20][CH2:22][CH:12]1[CH2:7][CH2:8][N:9]([C@@H:14]([CH2:15][CH3:16])[C:17]([NH2:19])=[O:18])[C:10](=[O:13])[CH2:11]1, predict the reactants needed to synthesize it. The reactants are: CS(OC[CH:7]1[CH2:12][CH2:11][C:10](=[O:13])[N:9]([C@H:14]([C:17]([NH2:19])=[O:18])[CH2:15][CH3:16])[CH2:8]1)(=O)=O.[I-:20].[Na+].[CH2:22]1COCC1. (6) Given the product [F:1][C:2]1[CH:3]=[C:4]([CH:7]=[CH:8][C:9]=1[N:10]1[CH2:15][CH2:14][N:13]([C:16](=[O:28])[C:17]2[CH:22]=[C:21]([S:23]([CH3:26])(=[O:25])=[O:24])[CH:20]=[CH:19][C:18]=2[N:32]2[CH:31]=[C:30]([CH3:29])[CH:34]=[N:33]2)[CH2:12][CH2:11]1)[C:5]#[N:6], predict the reactants needed to synthesize it. The reactants are: [F:1][C:2]1[CH:3]=[C:4]([CH:7]=[CH:8][C:9]=1[N:10]1[CH2:15][CH2:14][N:13]([C:16](=[O:28])[C:17]2[CH:22]=[C:21]([S:23]([CH3:26])(=[O:25])=[O:24])[CH:20]=[CH:19][C:18]=2I)[CH2:12][CH2:11]1)[C:5]#[N:6].[CH3:29][C:30]1[CH:31]=[N:32][NH:33][CH:34]=1. (7) Given the product [CH2:13]([C@H:12]1[O:20][C:24]([CH3:25])([CH3:28])[O:21][C@@H:11]1[CH2:10][C:7]1[CH:6]=[CH:5][C:4]([CH:3]=[O:22])=[CH:9][CH:8]=1)[CH2:14][CH2:15][CH2:16][CH2:17][CH2:18][CH3:19], predict the reactants needed to synthesize it. The reactants are: CO[CH:3]([O:22]C)[C:4]1[CH:9]=[CH:8][C:7]([CH2:10][C@@H:11]([OH:21])[C@H:12]([OH:20])[CH2:13][CH2:14][CH2:15][CH2:16][CH2:17][CH2:18][CH3:19])=[CH:6][CH:5]=1.[C:24](O)(=O)[CH3:25].[C:28]([O-])(O)=O.[Na+]. (8) Given the product [Cl:1][C:2]1[CH:3]=[CH:4][C:5]([C:8]2[CH:9]=[C:10]([NH:20][C:28]([C:27]3[C:22]([CH3:21])=[N:23][CH:24]=[CH:25][CH:26]=3)=[O:29])[CH:11]=[N:12][C:13]=2[O:14][CH2:15][C:16]([F:17])([F:18])[F:19])=[CH:6][CH:7]=1, predict the reactants needed to synthesize it. The reactants are: [Cl:1][C:2]1[CH:7]=[CH:6][C:5]([C:8]2[CH:9]=[C:10]([NH2:20])[CH:11]=[N:12][C:13]=2[O:14][CH2:15][C:16]([F:19])([F:18])[F:17])=[CH:4][CH:3]=1.[CH3:21][C:22]1[C:27]([C:28](O)=[O:29])=[CH:26][CH:25]=[CH:24][N:23]=1. (9) Given the product [Cl:1][C:2]1[N:7]=[CH:6][C:5]([CH2:8][N:9]2[C:17](=[O:22])[CH:18]=[C:19]([CH3:21])[N:11]3[N:12]=[C:13]([S:15][CH3:16])[N:14]=[C:10]23)=[CH:4][CH:3]=1, predict the reactants needed to synthesize it. The reactants are: [Cl:1][C:2]1[N:7]=[CH:6][C:5]([CH2:8][NH:9][C:10]2[N:14]=[C:13]([S:15][CH3:16])[NH:12][N:11]=2)=[CH:4][CH:3]=1.[C:17](OCC)(=[O:22])[CH2:18][C:19]([CH3:21])=O.O. (10) Given the product [CH3:9][S:10]([C:4]1[CH:5]=[CH:6][C:1]([O:7][CH3:8])=[CH:2][CH:3]=1)(=[O:12])=[O:11], predict the reactants needed to synthesize it. The reactants are: [C:1]1([O:7][CH3:8])[CH:6]=[CH:5][CH:4]=[CH:3][CH:2]=1.[CH3:9][S:10](O[S:10]([CH3:9])(=[O:12])=[O:11])(=[O:12])=[O:11].O.